Dataset: NCI-60 drug combinations with 297,098 pairs across 59 cell lines. Task: Regression. Given two drug SMILES strings and cell line genomic features, predict the synergy score measuring deviation from expected non-interaction effect. (1) Drug 1: CCCS(=O)(=O)NC1=C(C(=C(C=C1)F)C(=O)C2=CNC3=C2C=C(C=N3)C4=CC=C(C=C4)Cl)F. Drug 2: CC1=C(C=C(C=C1)C(=O)NC2=CC(=CC(=C2)C(F)(F)F)N3C=C(N=C3)C)NC4=NC=CC(=N4)C5=CN=CC=C5. Cell line: SF-268. Synergy scores: CSS=4.04, Synergy_ZIP=1.43, Synergy_Bliss=7.39, Synergy_Loewe=1.49, Synergy_HSA=3.60. (2) Drug 1: CC12CCC(CC1=CCC3C2CCC4(C3CC=C4C5=CN=CC=C5)C)O. Drug 2: C1=C(C(=O)NC(=O)N1)F. Cell line: TK-10. Synergy scores: CSS=30.7, Synergy_ZIP=5.37, Synergy_Bliss=3.10, Synergy_Loewe=0.934, Synergy_HSA=3.48. (3) Drug 1: CC(CN1CC(=O)NC(=O)C1)N2CC(=O)NC(=O)C2. Drug 2: B(C(CC(C)C)NC(=O)C(CC1=CC=CC=C1)NC(=O)C2=NC=CN=C2)(O)O. Cell line: MDA-MB-231. Synergy scores: CSS=2.62, Synergy_ZIP=-4.84, Synergy_Bliss=-5.36, Synergy_Loewe=-2.49, Synergy_HSA=-4.04. (4) Drug 1: CC1=C(C=C(C=C1)C(=O)NC2=CC(=CC(=C2)C(F)(F)F)N3C=C(N=C3)C)NC4=NC=CC(=N4)C5=CN=CC=C5. Drug 2: CCC1=C2CN3C(=CC4=C(C3=O)COC(=O)C4(CC)O)C2=NC5=C1C=C(C=C5)O. Cell line: NCI-H226. Synergy scores: CSS=4.24, Synergy_ZIP=-0.300, Synergy_Bliss=0.103, Synergy_Loewe=-26.4, Synergy_HSA=-3.47.